The task is: Predict the reactants needed to synthesize the given product.. This data is from Full USPTO retrosynthesis dataset with 1.9M reactions from patents (1976-2016). (1) Given the product [CH2:1]([N:5]1[C:10]2=[N:11][C:12](=[O:17])[N:13]([CH3:16])[C:14](=[O:15])[C:9]2=[N:8][C:7]([C:18]2[CH:23]=[CH:22][C:21]([O:32][CH3:31])=[C:20]([O:24][CH3:25])[CH:19]=2)=[N:6]1)[CH2:2][CH2:3][CH3:4], predict the reactants needed to synthesize it. The reactants are: [CH2:1]([N:5]1[C:10]2=[N:11][C:12](=[O:17])[N:13]([CH3:16])[C:14](=[O:15])[C:9]2=[N:8][C:7]([C:18]2[CH:23]=[CH:22][CH:21]=[C:20]([O:24][C:25]3C=CC=CC=3)[CH:19]=2)=[N:6]1)[CH2:2][CH2:3][CH3:4].[CH3:31][O:32]C1C=C(C=CC=1OC)C=O. (2) Given the product [N:1]1[C:10]2[C:5](=[CH:6][C:7]([CH2:11][OH:12])=[CH:8][CH:9]=2)[CH:4]=[CH:3][CH:2]=1, predict the reactants needed to synthesize it. The reactants are: [N:1]1[C:10]2[C:5](=[CH:6][C:7]([C:11](OC)=[O:12])=[CH:8][CH:9]=2)[CH:4]=[CH:3][CH:2]=1.[H-].[H-].[H-].[H-].[Li+].[Al+3].O.[OH-].[Na+]. (3) Given the product [CH3:55][N:56]([CH3:58])/[CH:57]=[N:51]/[NH:50][C:48](=[O:49])[CH2:47][C@H:16]1[CH2:15][C@H:14]([C:11]2[CH:10]=[CH:9][C:8]([CH2:7][O:6][CH2:5][C@H:4]([O:3][CH2:1][CH3:2])[CH3:52])=[CH:13][CH:12]=2)[C@@H:19]([O:20][CH2:21][C:22]2[CH:23]=[CH:24][C:25]3[O:30][CH2:29][CH2:28][N:27]([CH2:31][CH2:32][CH2:33][O:34][CH3:35])[C:26]=3[CH:36]=2)[CH2:18][N:17]1[S:37]([C:40]1[CH:41]=[CH:42][C:43]([CH3:46])=[CH:44][CH:45]=1)(=[O:39])=[O:38], predict the reactants needed to synthesize it. The reactants are: [CH2:1]([O:3][C@H:4]([CH3:52])[CH2:5][O:6][CH2:7][C:8]1[CH:13]=[CH:12][C:11]([C@@H:14]2[C@@H:19]([O:20][CH2:21][C:22]3[CH:23]=[CH:24][C:25]4[O:30][CH2:29][CH2:28][N:27]([CH2:31][CH2:32][CH2:33][O:34][CH3:35])[C:26]=4[CH:36]=3)[CH2:18][N:17]([S:37]([C:40]3[CH:45]=[CH:44][C:43]([CH3:46])=[CH:42][CH:41]=3)(=[O:39])=[O:38])[C@@H:16]([CH2:47][C:48]([NH:50][NH2:51])=[O:49])[CH2:15]2)=[CH:10][CH:9]=1)[CH3:2].CO[CH:55](OC)[N:56]([CH3:58])[CH3:57]. (4) Given the product [CH3:24][C@@H:19]1[O:20][C@H:21]([CH3:23])[CH2:22][N:17]([C:6]2[N:5]=[C:4]3[C:9]([N:10]=[C:2]([C:32]4[CH:33]=[C:28]([OH:27])[CH:29]=[CH:30][CH:31]=4)[NH:3]3)=[C:8]([N:11]3[CH2:16][CH2:15][O:14][CH2:13][CH2:12]3)[N:7]=2)[CH2:18]1, predict the reactants needed to synthesize it. The reactants are: Br[C:2]1[NH:3][C:4]2[C:9]([N:10]=1)=[C:8]([N:11]1[CH2:16][CH2:15][O:14][CH2:13][CH2:12]1)[N:7]=[C:6]([N:17]1[CH2:22][C@@H:21]([CH3:23])[O:20][C@@H:19]([CH3:24])[CH2:18]1)[N:5]=2.[F-].[Cs+].[OH:27][C:28]1[CH:29]=[C:30](B(O)O)[CH:31]=[CH:32][CH:33]=1. (5) Given the product [NH2:1][C:4]1[CH:5]=[C:6]([CH:16]=[CH:17][C:18]=1[NH2:19])[C:7]([NH:9][CH:10]1[CH2:11][CH2:12][O:13][CH2:14][CH2:15]1)=[O:8], predict the reactants needed to synthesize it. The reactants are: [N+:1]([C:4]1[CH:5]=[C:6]([CH:16]=[CH:17][C:18]=1[N+:19]([O-])=O)[C:7]([NH:9][CH:10]1[CH2:15][CH2:14][O:13][CH2:12][CH2:11]1)=[O:8])([O-])=O. (6) Given the product [CH2:1]([O:8][C:9]([N:11]1[C:14]2([CH2:19][CH2:18][CH2:17][N:16]([C:23]3[C:24]4[CH:31]=[CH:30][NH:29][C:25]=4[N:26]=[CH:27][N:28]=3)[CH2:15]2)[C:13]([F:21])([F:20])[CH2:12]1)=[O:10])[C:2]1[CH:7]=[CH:6][CH:5]=[CH:4][CH:3]=1, predict the reactants needed to synthesize it. The reactants are: [CH2:1]([O:8][C:9]([N:11]1[C:14]2([CH2:19][CH2:18][CH2:17][NH:16][CH2:15]2)[C:13]([F:21])([F:20])[CH2:12]1)=[O:10])[C:2]1[CH:7]=[CH:6][CH:5]=[CH:4][CH:3]=1.Cl[C:23]1[C:24]2[CH:31]=[CH:30][NH:29][C:25]=2[N:26]=[CH:27][N:28]=1.C(=O)([O-])[O-].[K+].[K+]. (7) Given the product [CH:27]1[C:36]2[C:31](=[CH:32][CH:33]=[CH:34][C:35]=2[N:37]2[C:5]([C:7]3[C:12](=[O:13])[CH:11]=[CH:10][N:9]([C:14]4[CH:15]=[C:16]([S:20]([N:23]([CH3:25])[CH3:24])(=[O:22])=[O:21])[CH:17]=[CH:18][CH:19]=4)[N:8]=3)=[CH:4][CH:3]=[N:38]2)[CH:30]=[CH:29][N:28]=1, predict the reactants needed to synthesize it. The reactants are: CN(C)/[CH:3]=[CH:4]/[C:5]([C:7]1[C:12](=[O:13])[CH:11]=[CH:10][N:9]([C:14]2[CH:15]=[C:16]([S:20]([N:23]([CH3:25])[CH3:24])(=[O:22])=[O:21])[CH:17]=[CH:18][CH:19]=2)[N:8]=1)=O.[CH:27]1[C:36]2[C:31](=[CH:32][CH:33]=[CH:34][C:35]=2[NH:37][NH2:38])[CH:30]=[CH:29][N:28]=1.